This data is from Forward reaction prediction with 1.9M reactions from USPTO patents (1976-2016). The task is: Predict the product of the given reaction. Given the reactants [F:1][C:2]([F:17])([F:16])[C:3]1[CH:4]=[C:5]([CH:11]=[C:12]([CH:14]=C)[CH:13]=1)[C:6]([O:8][CH2:9][CH3:10])=[O:7].C[OH:19], predict the reaction product. The product is: [CH:14]([C:12]1[CH:11]=[C:5]([CH:4]=[C:3]([C:2]([F:17])([F:16])[F:1])[CH:13]=1)[C:6]([O:8][CH2:9][CH3:10])=[O:7])=[O:19].